From a dataset of Catalyst prediction with 721,799 reactions and 888 catalyst types from USPTO. Predict which catalyst facilitates the given reaction. (1) Reactant: [Na].[N:2]1([CH2:8][C:9]2[C:17]3[C:12](=[CH:13][C:14]([OH:18])=[CH:15][CH:16]=3)[NH:11][CH:10]=2)[CH2:7][CH2:6][O:5][CH2:4][CH2:3]1.Cl[C:20]1[S:21][C:22]2[C:23]([N:28]=1)=[N:24][CH:25]=[CH:26][N:27]=2.C([O-])([O-])=O.[Cs+].[Cs+]. Product: [N:2]1([CH2:8][C:9]2[C:17]3[C:12](=[CH:13][C:14]([O:18][C:20]4[S:21][C:22]5[C:23]([N:28]=4)=[N:24][CH:25]=[CH:26][N:27]=5)=[CH:15][CH:16]=3)[NH:11][CH:10]=2)[CH2:7][CH2:6][O:5][CH2:4][CH2:3]1. The catalyst class is: 3. (2) Reactant: Cl[C:2]1[N:3]=[C:4]([N:11]2[CH2:15][CH2:14][CH2:13][CH2:12]2)[C:5]2[CH:10]=[CH:9][NH:8][C:6]=2[N:7]=1.[NH2:16][C:17]1[CH:22]=[CH:21][C:20]([N:23]2[CH2:28][CH2:27][N:26]([C:29](=[O:31])[CH3:30])[CH2:25][CH2:24]2)=[CH:19][CH:18]=1.C[Si](Cl)(C)C. Product: [N:23]1([C:20]2[CH:19]=[CH:18][C:17]([NH:16][C:2]3[N:3]=[C:4]([N:11]4[CH2:15][CH2:14][CH2:13][CH2:12]4)[C:5]4[CH:10]=[CH:9][NH:8][C:6]=4[N:7]=3)=[CH:22][CH:21]=2)[CH2:24][CH2:25][NH:26][CH2:27][CH2:28]1.[N:11]1([C:4]2[C:5]3[CH:10]=[CH:9][NH:8][C:6]=3[N:7]=[C:2]([NH:16][C:17]3[CH:18]=[CH:19][C:20]([N:23]4[CH2:24][CH2:25][N:26]([C:29](=[O:31])[CH3:30])[CH2:27][CH2:28]4)=[CH:21][CH:22]=3)[N:3]=2)[CH2:15][CH2:14][CH2:13][CH2:12]1. The catalyst class is: 114. (3) Product: [OH:6][CH:5]([CH:7]1[CH2:8][CH2:9][NH:10][CH2:11][CH2:12]1)[C:4]1[CH:13]=[CH:14][CH:15]=[C:16]([O:17][CH3:18])[C:3]=1[O:2][CH3:1]. The catalyst class is: 17. Reactant: [CH3:1][O:2][C:3]1[C:16]([O:17][CH3:18])=[CH:15][CH:14]=[CH:13][C:4]=1[C:5]([C:7]1[CH:12]=[CH:11][N:10]=[CH:9][CH:8]=1)=[O:6]. (4) Reactant: [C:1]([NH:4][C:5]1[CH:6]=[C:7]([C:15]2[CH:20]=[CH:19][C:18]([CH2:21][CH2:22][N:23]([CH2:39][C:40]3[CH:45]=[CH:44][CH:43]=[CH:42][CH:41]=3)[CH2:24][C@@H:25]([C:33]3[CH:38]=[CH:37][CH:36]=[CH:35][CH:34]=3)[O:26]C3CCCCO3)=[CH:17][CH:16]=2)[CH:8]=[CH:9][C:10]=1[C:11]([O:13][CH3:14])=[O:12])(=[O:3])[CH3:2].C(OC(=O)C)C.Cl.[OH-].[Na+]. Product: [C:1]([NH:4][C:5]1[CH:6]=[C:7]([C:15]2[CH:20]=[CH:19][C:18]([CH2:21][CH2:22][N:23]([CH2:39][C:40]3[CH:41]=[CH:42][CH:43]=[CH:44][CH:45]=3)[CH2:24][C@H:25]([OH:26])[C:33]3[CH:34]=[CH:35][CH:36]=[CH:37][CH:38]=3)=[CH:17][CH:16]=2)[CH:8]=[CH:9][C:10]=1[C:11]([O:13][CH3:14])=[O:12])(=[O:3])[CH3:2]. The catalyst class is: 13. (5) Reactant: [F:1][C:2]1[CH:3]=[C:4]([N+]([O-])=O)[C:5]([C:8]#[N:9])=[N:6][CH:7]=1.[CH3:13][O:14][C:15](=[O:18])[CH2:16][SH:17].[OH-].[K+]. Product: [NH2:9][C:8]1[C:5]2=[N:6][CH:7]=[C:2]([F:1])[CH:3]=[C:4]2[S:17][C:16]=1[C:15]([O:14][CH3:13])=[O:18]. The catalyst class is: 18. (6) Reactant: [CH:1]([O:4][C:5](=[O:44])[C:6]1[C:11]([C:12]([F:15])([F:14])[F:13])=[CH:10][CH:9]=[CH:8][C:7]=1[CH:16]1[CH:20]([C:21]([N:23]2[CH:27]3[CH2:28][CH:29]4[C:32]([CH3:34])([CH3:33])[C:26]3([CH2:31][CH2:30]4)[CH2:25][S:24]2(=[O:36])=[O:35])=[O:22])[CH2:19][N:18](CC2C=CC=CC=2)[CH2:17]1)([CH3:3])[CH3:2].[C:45](O[C:45]([O:47][C:48]([CH3:51])([CH3:50])[CH3:49])=[O:46])([O:47][C:48]([CH3:51])([CH3:50])[CH3:49])=[O:46].[H][H]. Product: [C:48]([O:47][C:45]([N:18]1[CH2:17][CH:16]([C:7]2[CH:8]=[CH:9][CH:10]=[C:11]([C:12]([F:14])([F:15])[F:13])[C:6]=2[C:5]([O:4][CH:1]([CH3:3])[CH3:2])=[O:44])[CH:20]([C:21]([N:23]2[CH:27]3[CH2:28][CH:29]4[C:32]([CH3:33])([CH3:34])[C:26]3([CH2:31][CH2:30]4)[CH2:25][S:24]2(=[O:35])=[O:36])=[O:22])[CH2:19]1)=[O:46])([CH3:51])([CH3:50])[CH3:49]. The catalyst class is: 29.